This data is from Full USPTO retrosynthesis dataset with 1.9M reactions from patents (1976-2016). The task is: Predict the reactants needed to synthesize the given product. (1) Given the product [CH3:42][S:43]([C:46]1[CH:66]=[C:65]([C:67]([F:68])([F:70])[F:69])[CH:64]=[CH:63][C:47]=1[C:48]([CH2:50][C:61]#[N:62])=[O:49])(=[O:45])=[O:44], predict the reactants needed to synthesize it. The reactants are: [Cl-].[Mg+2].[Cl-].C(CC(OCC1C=CC=CC=1)=O)#N.C(N(CC)CC)C.CS(C1C=C(C(F)(F)F)C=CC=1C(Cl)=O)(=O)=O.Cl.[CH3:42][S:43]([C:46]1[CH:66]=[C:65]([C:67]([F:70])([F:69])[F:68])[CH:64]=[CH:63][C:47]=1[C:48]([CH:50]([C:61]#[N:62])C(OCC1C=CC=CC=1)=O)=[O:49])(=[O:45])=[O:44]. (2) The reactants are: Cl.Cl.[F:3][C:4]([F:24])([F:23])[C:5]([C:11]1[CH:16]=[CH:15][C:14]([N:17]2[CH2:22][CH2:21][NH:20][CH2:19][CH2:18]2)=[CH:13][CH:12]=1)([OH:10])[C:6]([F:9])([F:8])[F:7].C(N(CC)CC)C.[CH3:32][O:33][C:34]1[CH:35]=[C:36]([S:40](Cl)(=[O:42])=[O:41])[CH:37]=[CH:38][CH:39]=1. Given the product [F:24][C:4]([F:3])([F:23])[C:5]([C:11]1[CH:12]=[CH:13][C:14]([N:17]2[CH2:22][CH2:21][N:20]([S:40]([C:36]3[CH:37]=[CH:38][CH:39]=[C:34]([O:33][CH3:32])[CH:35]=3)(=[O:42])=[O:41])[CH2:19][CH2:18]2)=[CH:15][CH:16]=1)([OH:10])[C:6]([F:9])([F:8])[F:7], predict the reactants needed to synthesize it. (3) Given the product [CH3:1][C:2]1[CH:3]=[C:4]2[C:9]([N:8]=[CH:7][CH:6]=[N:5]2)=[CH:10][C:11]=1[NH2:12], predict the reactants needed to synthesize it. The reactants are: [CH3:1][C:2]1[CH:3]=[C:4]2[C:9](=[CH:10][C:11]=1[N+:12]([O-])=O)[N:8]=[CH:7][CH:6]=[N:5]2.O.O.[Sn](Cl)Cl. (4) Given the product [CH:1]1([N:7]2[CH2:13][C:12]([F:14])([F:15])[C:11](=[O:16])[N:10]([CH3:17])[C:9]3[CH:18]=[N:19][C:20]([NH:22][C:23]4[CH:31]=[CH:30][C:26]([C:27]([NH:58][CH:59]5[CH2:64][CH2:63][N:62]([CH2:65][CH2:66][OH:67])[CH2:61][CH2:60]5)=[O:29])=[CH:25][C:24]=4[O:32][CH3:33])=[N:21][C:8]2=3)[CH2:2][CH2:3][CH2:4][CH2:5][CH2:6]1, predict the reactants needed to synthesize it. The reactants are: [CH:1]1([N:7]2[CH2:13][C:12]([F:15])([F:14])[C:11](=[O:16])[N:10]([CH3:17])[C:9]3[CH:18]=[N:19][C:20]([NH:22][C:23]4[CH:31]=[CH:30][C:26]([C:27]([OH:29])=O)=[CH:25][C:24]=4[O:32][CH3:33])=[N:21][C:8]2=3)[CH2:6][CH2:5][CH2:4][CH2:3][CH2:2]1.CN(C(ON1N=NC2C=CC=NC1=2)=[N+](C)C)C.F[P-](F)(F)(F)(F)F.[NH2:58][CH:59]1[CH2:64][CH2:63][N:62]([CH2:65][CH2:66][OH:67])[CH2:61][CH2:60]1. (5) Given the product [CH3:14][O:15][C:16]1[CH:17]=[CH:18][C:19]([C:22]2[CH:30]=[C:29]3[C:25]([C:26](=[CH:11][C:8]4[NH:9][CH:10]=[C:6]([CH2:5][CH2:4][C:1]([OH:3])=[O:2])[C:7]=4[CH3:13])[C:27](=[O:31])[NH:28]3)=[CH:24][CH:23]=2)=[CH:20][CH:21]=1, predict the reactants needed to synthesize it. The reactants are: [C:1]([CH2:4][CH2:5][C:6]1[C:7]([CH3:13])=[C:8]([CH:11]=O)[NH:9][CH:10]=1)([OH:3])=[O:2].[CH3:14][O:15][C:16]1[CH:21]=[CH:20][C:19]([C:22]2[CH:30]=[C:29]3[C:25]([CH2:26][C:27](=[O:31])[NH:28]3)=[CH:24][CH:23]=2)=[CH:18][CH:17]=1. (6) Given the product [Cl:24][C:20]1[CH:19]=[C:18]2[C:23](=[CH:22][CH:21]=1)[N:14]([CH:11]1[CH2:10][CH2:9][NH:8][CH2:13][CH2:12]1)[C:15](=[O:25])[NH:16][CH2:17]2, predict the reactants needed to synthesize it. The reactants are: C(OC([N:8]1[CH2:13][CH2:12][CH:11]([N:14]2[C:23]3[C:18](=[CH:19][C:20]([Cl:24])=[CH:21][CH:22]=3)[CH2:17][NH:16][C:15]2=[O:25])[CH2:10][CH2:9]1)=O)(C)(C)C.C(O)(C(F)(F)F)=O.C(Cl)Cl. (7) Given the product [F:12][C:11]([F:14])([F:13])[C:10]1[C:3]2[C:2]([NH:24][C:22]3[CH:23]=[C:18]4[CH:17]=[N:16][NH:15][C:19]4=[N:20][CH:21]=3)=[N:7][CH:6]=[N:5][C:4]=2[NH:8][CH:9]=1, predict the reactants needed to synthesize it. The reactants are: Cl[C:2]1[C:3]2[C:10]([C:11]([F:14])([F:13])[F:12])=[CH:9][NH:8][C:4]=2[N:5]=[CH:6][N:7]=1.[NH:15]1[C:19]2=[N:20][CH:21]=[C:22]([NH2:24])[CH:23]=[C:18]2[CH:17]=[N:16]1. (8) Given the product [C:12]1([S:18]([CH2:21][C:22]2[C:27]([C:28]([O:30][C:31]([CH3:32])([CH3:33])[CH3:34])=[O:29])=[C:26]([O:35][CH2:2][C:3](=[O:4])[NH2:5])[C:25]([Br:36])=[CH:24][CH:23]=2)(=[O:19])=[O:20])[CH:13]=[CH:14][CH:15]=[CH:16][CH:17]=1, predict the reactants needed to synthesize it. The reactants are: Br[CH2:2][C:3]([NH2:5])=[O:4].C(=O)([O-])[O-].[K+].[K+].[C:12]1([S:18]([CH2:21][C:22]2[C:27]([C:28]([O:30][C:31]([CH3:34])([CH3:33])[CH3:32])=[O:29])=[C:26]([OH:35])[C:25]([Br:36])=[CH:24][CH:23]=2)(=[O:20])=[O:19])[CH:17]=[CH:16][CH:15]=[CH:14][CH:13]=1. (9) Given the product [CH3:1][C:2]1[NH:3][C:4]2[C:9]([C:10]=1[C:13]1[O:14][C:15]3[CH:23]=[CH:22][CH:21]=[CH:20][C:16]=3[N:17]=1)=[CH:8][C:7]([CH3:11])=[CH:6][CH:5]=2, predict the reactants needed to synthesize it. The reactants are: [CH3:1][C:2]1[NH:3][C:4]2[C:9]([CH:10]=1)=[CH:8][C:7]([CH3:11])=[CH:6][CH:5]=2.Cl[C:13]1[O:14][CH:15]=[CH:16][N:17]=1.CN1[C:23](=O)[CH2:22][CH2:21][CH2:20]1.O. (10) Given the product [CH2:1]([CH:4]1[C:12]2[C:7](=[CH:8][CH:9]=[CH:10][CH:11]=2)[CH2:6][CH2:5]1)[CH2:2][CH3:3], predict the reactants needed to synthesize it. The reactants are: [CH:1](/[CH:4]1[C:12]2[C:7](=[CH:8][CH:9]=[CH:10][CH:11]=2)[CH2:6][CH2:5]1)=[CH:2]\[CH3:3].